Dataset: Reaction yield outcomes from USPTO patents with 853,638 reactions. Task: Predict the reaction yield, written as a fraction of the theoretical maximum amount of product (1.0 means a 100% yield; for example, 0.34 means a 34% yield). (1) The reactants are [Cl:1][C:2]1[N:7]=[CH:6][C:5]2[CH:8]=[CH:9][NH:10][C:4]=2[CH:3]=1.[OH-].[K+].[I:13]I. The catalyst is CN(C)C=O.O. The product is [Cl:1][C:2]1[N:7]=[CH:6][C:5]2[C:8]([I:13])=[CH:9][NH:10][C:4]=2[CH:3]=1. The yield is 0.930. (2) The reactants are Br[C:2]1[C:11]2[C:6](=[CH:7][CH:8]=[CH:9][CH:10]=2)[C:5]([C:12]#[N:13])=[N:4][CH:3]=1.[CH3:14][O:15][C:16]1[CH:23]=[C:22]([O:24][CH3:25])[CH:21]=[CH:20][C:17]=1[CH2:18][NH2:19]. The catalyst is C(#N)C. The product is [CH3:14][O:15][C:16]1[CH:23]=[C:22]([O:24][CH3:25])[CH:21]=[CH:20][C:17]=1[CH2:18][NH:19][C:2]1[C:11]2[C:6](=[CH:7][CH:8]=[CH:9][CH:10]=2)[C:5]([C:12]#[N:13])=[N:4][CH:3]=1. The yield is 0.300. (3) The reactants are C(C(CCC)CCC(=O)C)(C)(C)C.[C:14](/[C:19](=[CH:25]/[CH2:26][CH3:27])/[CH:20]=[CH:21]/[C:22](=[O:24])[CH3:23])([CH2:17][CH3:18])([CH3:16])[CH3:15]. The catalyst is C(O)C.[Pd]. The product is [CH3:16][C:14]([CH3:15])([CH2:17][CH3:18])[CH:19]([CH2:25][CH2:26][CH3:27])[CH2:20][CH2:21][C:22](=[O:24])[CH3:23]. The yield is 0.890. (4) The reactants are [NH2:1][C:2]1[C:7](I)=[C:6]([C:9]([O:11][CH3:12])=[O:10])[N:5]=[C:4]([Cl:13])[N:3]=1.[CH2:14]([Sn](CCCC)(CCCC)C#CC)[CH2:15][CH2:16]C.C(OCC)(=O)C. The catalyst is CN(C)C=O.Cl[Pd](Cl)([P](C1C=CC=CC=1)(C1C=CC=CC=1)C1C=CC=CC=1)[P](C1C=CC=CC=1)(C1C=CC=CC=1)C1C=CC=CC=1. The product is [NH2:1][C:2]1[C:7]([C:14]#[C:15][CH3:16])=[C:6]([C:9]([O:11][CH3:12])=[O:10])[N:5]=[C:4]([Cl:13])[N:3]=1. The yield is 0.630. (5) The reactants are Cl.[NH2:2][CH2:3][CH2:4][N:5]1[C:10]([C:11]2[CH:16]=[CH:15][C:14]([O:17][CH3:18])=[CH:13][C:12]=2[O:19][CH3:20])=[CH:9][C:8](=[O:21])[NH:7][C:6]1=[S:22].F[P-](F)(F)(F)(F)F.N1(OC(N(C)C)=[N+](C)C)C2N=CC=CC=2N=N1.[C:47]([O:51][C:52]([NH:54][CH2:55][C:56](O)=[O:57])=[O:53])([CH3:50])([CH3:49])[CH3:48].C(N(C(C)C)CC)(C)C. The catalyst is C(Cl)Cl. The product is [CH3:20][O:19][C:12]1[CH:13]=[C:14]([O:17][CH3:18])[CH:15]=[CH:16][C:11]=1[C:10]1[N:5]([CH2:4][CH2:3][NH:2][C:56](=[O:57])[CH2:55][NH:54][C:52](=[O:53])[O:51][C:47]([CH3:48])([CH3:49])[CH3:50])[C:6](=[S:22])[NH:7][C:8](=[O:21])[CH:9]=1. The yield is 0.650. (6) The reactants are [F:1][CH:2]([F:6])[C:3](F)=O.[N:7]1([CH:13]=[CH:14][C:15]([O:17]C)=[O:16])CCCC[CH2:8]1.C([N:21](CC)CC)C.CNN.[OH-].[Na+]. The catalyst is C1(C)C=CC=CC=1. The yield is 0.650. The product is [F:1][CH:2]([F:6])[C:3]1[C:14]([C:15]([OH:17])=[O:16])=[CH:13][N:7]([CH3:8])[N:21]=1. (7) The product is [CH3:42][O:43][C:44]([C:45]1[CH:46]=[CH:47][C:48]2[CH:22]=[C:21]([C:3]([CH2:1][CH3:2])([C:6]3[CH:11]=[CH:10][C:9]([O:12][CH2:13][C:14]([CH2:18][CH3:19])([OH:17])[CH2:15][CH3:16])=[C:8]([CH3:20])[CH:7]=3)[CH2:4][CH3:5])[S:25][C:80]=2[CH:79]=1)=[O:40]. The reactants are [CH2:1]([C:3]([C:21]1[S:25]C2C=C(OS(C(F)(F)F)(=O)=O)C=CC=2[CH:22]=1)([C:6]1[CH:11]=[CH:10][C:9]([O:12][CH2:13][C:14]([CH2:18][CH3:19])([OH:17])[CH2:15][CH3:16])=[C:8]([CH3:20])[CH:7]=1)[CH2:4][CH3:5])[CH3:2].CS(C)=[O:40].[CH3:42][OH:43].[CH:44]1C=[CH:48][C:47](P([C:46]2[CH:47]=[CH:48]C=[CH:44][CH:45]=2)CCCCP([C:46]2[CH:47]=[CH:48]C=[CH:44][CH:45]=2)[C:46]2[CH:47]=[CH:48]C=[CH:44][CH:45]=2)=[CH:46][CH:45]=1.CCN([CH2:79][CH3:80])CC. The catalyst is Cl.CC([O-])=O.CC([O-])=O.[Pd+2]. The yield is 0.680. (8) The reactants are [C:1]([O:5][CH2:6][CH3:7])(=[O:4])[CH:2]=[CH2:3].[CH3:8][C:9]1C=[CH:13][CH:12]=[CH:11][C:10]=1P(C1[CH:13]=[CH:12][CH:11]=[CH:10][C:9]=1[CH3:8])C1[CH:13]=[CH:12][CH:11]=[CH:10][C:9]=1[CH3:8].CC[N:32](C(C)C)C(C)C.[CH3:39][N:40](C)[CH:41]=[O:42].C(#N)CC. The catalyst is CC([O-])=O.CC([O-])=O.[Pd+2]. The product is [O:42]=[C:41]1[NH:40][C:39]2[N:32]=[CH:13][C:12](/[CH:3]=[CH:2]/[C:1]([O:5][CH2:6][CH3:7])=[O:4])=[CH:11][C:10]=2[CH2:9][CH2:8]1. The yield is 0.432. (9) The catalyst is O1CCCC1. The product is [C:1]1([S:7]([N:10]2[C:14]3=[N:15][CH:16]=[C:17]([O:19][CH3:20])[CH:18]=[C:13]3[CH:12]=[C:11]2[C:21]([C:28]2[CH:29]=[CH:30][C:31]([C:34]([OH:36])([CH3:37])[CH3:35])=[CH:32][CH:33]=2)=[CH:22][CH:23]2[CH2:24][CH2:25][CH2:26][CH2:27]2)(=[O:9])=[O:8])[CH:2]=[CH:3][CH:4]=[CH:5][CH:6]=1. The reactants are [C:1]1([S:7]([N:10]2[C:14]3=[N:15][CH:16]=[C:17]([O:19][CH3:20])[CH:18]=[C:13]3[CH:12]=[C:11]2[C:21]([C:28]2[CH:33]=[CH:32][C:31]([C:34](=[O:36])[CH3:35])=[CH:30][CH:29]=2)=[CH:22][CH:23]2[CH2:27][CH2:26][CH2:25][CH2:24]2)(=[O:9])=[O:8])[CH:6]=[CH:5][CH:4]=[CH:3][CH:2]=1.[CH3:37][Mg]Cl. The yield is 0.518.